Predict the reactants needed to synthesize the given product. From a dataset of Full USPTO retrosynthesis dataset with 1.9M reactions from patents (1976-2016). (1) Given the product [OH:1][C:2]1[CH:3]=[C:4]([CH:9]=[C:10]([OH:13])[C:11]=1[OH:12])[C:5]([O:7][CH2:8][CH2:10][CH2:11][CH2:2][CH2:3][CH3:4])=[O:6], predict the reactants needed to synthesize it. The reactants are: [OH:1][C:2]1[CH:3]=[C:4]([CH:9]=[C:10]([OH:13])[C:11]=1[OH:12])[C:5]([O:7][CH3:8])=[O:6]. (2) Given the product [CH2:15]([C:12]1[C:13](=[O:14])[N:8]([C:4]2[CH:5]=[CH:6][CH:7]=[C:2]([NH:1][C:39]([N:36]3[CH2:37][CH2:38][O:33][CH2:34][CH2:35]3)=[O:40])[CH:3]=2)[C:9]2[N:25]=[CH:24][CH:23]=[CH:22][C:10]=2[N:11]=1)[C:16]1[CH:21]=[CH:20][CH:19]=[CH:18][CH:17]=1, predict the reactants needed to synthesize it. The reactants are: [NH2:1][C:2]1[CH:3]=[C:4]([N:8]2[C:13](=[O:14])[C:12]([CH2:15][C:16]3[CH:21]=[CH:20][CH:19]=[CH:18][CH:17]=3)=[N:11][C:10]3[CH:22]=[CH:23][CH:24]=[N:25][C:9]2=3)[CH:5]=[CH:6][CH:7]=1.C(N(CC)CC)C.[O:33]1[CH2:38][CH2:37][N:36]([C:39](Cl)=[O:40])[CH2:35][CH2:34]1.C(=O)(O)[O-].[Na+]. (3) Given the product [Br:9][C:10]1[CH:15]=[CH:14][C:13]([CH:16]([CH3:30])[C:17]([C:19]2[CH:29]=[CH:28][C:22]3[N:23]([CH3:27])[C:24](=[O:26])[O:25][C:21]=3[CH:20]=2)([OH:18])[C:2]([F:4])([F:3])[F:1])=[C:12]([Cl:31])[CH:11]=1, predict the reactants needed to synthesize it. The reactants are: [F:1][C:2]([Si](C)(C)C)([F:4])[F:3].[Br:9][C:10]1[CH:15]=[CH:14][C:13]([CH:16]([CH3:30])[C:17]([C:19]2[CH:29]=[CH:28][C:22]3[N:23]([CH3:27])[C:24](=[O:26])[O:25][C:21]=3[CH:20]=2)=[O:18])=[C:12]([Cl:31])[CH:11]=1.O.O.O.[F-].C([N+](CCCC)(CCCC)CCCC)CCC.